This data is from Full USPTO retrosynthesis dataset with 1.9M reactions from patents (1976-2016). The task is: Predict the reactants needed to synthesize the given product. (1) The reactants are: O=[C:2]([CH2:7][C:8](=[O:10])[CH3:9])[C:3]([O:5][CH3:6])=[O:4].C[O-].[Na+].Br[C:15](=[N:20][NH:21][CH:22]1[CH2:27][CH2:26][N:25]([C:28]([O:30][CH2:31][C:32]2[CH:37]=[CH:36][CH:35]=[CH:34][CH:33]=2)=[O:29])[CH2:24][CH2:23]1)[C:16]([F:19])([F:18])[F:17].C([O-])(O)=O.[Na+]. Given the product [C:8]([C:7]1[C:15]([C:16]([F:19])([F:18])[F:17])=[N:20][N:21]([CH:22]2[CH2:23][CH2:24][N:25]([C:28]([O:30][CH2:31][C:32]3[CH:33]=[CH:34][CH:35]=[CH:36][CH:37]=3)=[O:29])[CH2:26][CH2:27]2)[C:2]=1[C:3]([O:5][CH3:6])=[O:4])(=[O:10])[CH3:9], predict the reactants needed to synthesize it. (2) Given the product [CH3:1][O:2][C:3](=[O:27])[CH:4]([O:20][C:21]1[CH:22]=[CH:23][CH:24]=[CH:25][CH:26]=1)[CH2:5][C:6]1[CH:11]=[CH:10][C:9]([OH:12])=[CH:8][CH:7]=1, predict the reactants needed to synthesize it. The reactants are: [CH3:1][O:2][C:3](=[O:27])[CH:4]([O:20][C:21]1[CH:26]=[CH:25][CH:24]=[CH:23][CH:22]=1)[CH2:5][C:6]1[CH:11]=[CH:10][C:9]([O:12]CC2C=CC=CC=2)=[CH:8][CH:7]=1.C(O)C.